The task is: Predict the reaction yield, written as a fraction of the theoretical maximum amount of product (1.0 means a 100% yield; for example, 0.34 means a 34% yield).. This data is from Reaction yield outcomes from USPTO patents with 853,638 reactions. (1) The reactants are [N:1]1[C:10]2[C:5](=[CH:6][CH:7]=[CH:8][CH:9]=2)[N:4]=[CH:3][C:2]=1[C:11]1[CH:12]=[C:13]([NH2:17])[CH:14]=[CH:15][CH:16]=1.CCN(C(C)C)C(C)C.[Cl:27]CCC(Cl)=O.[CH2:33]1[CH2:37][O:36][CH2:35][CH2:34]1. The catalyst is C(OCC)(=O)C. The product is [Cl:27][CH2:35][CH2:34][CH2:33][C:37]([NH:17][C:13]1[CH:14]=[CH:15][CH:16]=[C:11]([C:2]2[CH:3]=[N:4][C:5]3[C:10](=[CH:9][CH:8]=[CH:7][CH:6]=3)[N:1]=2)[CH:12]=1)=[O:36]. The yield is 0.260. (2) The reactants are [CH3:1][O:2][C:3]1[CH:4]=[C:5]([NH:9][C:10]2[CH:15]=[C:14]([N:16]([CH3:18])[CH3:17])[N:13]=[C:12]([N:19]3[CH2:24][CH2:23][NH:22][CH2:21][CH2:20]3)[N:11]=2)[CH:6]=[CH:7][CH:8]=1.[Br:25][C:26]1[CH:31]=[CH:30][C:29](F)=[CH:28][CH:27]=1. The catalyst is C(Cl)Cl. The product is [Br:25][C:26]1[CH:31]=[CH:30][C:29]([N:22]2[CH2:23][CH2:24][N:19]([C:12]3[N:11]=[C:10]([NH:9][C:5]4[CH:6]=[CH:7][CH:8]=[C:3]([O:2][CH3:1])[CH:4]=4)[CH:15]=[C:14]([N:16]([CH3:18])[CH3:17])[N:13]=3)[CH2:20][CH2:21]2)=[CH:28][CH:27]=1. The yield is 0.400. (3) The reactants are [CH2:1]([O:3][C:4]([N:6]1[C:10]([NH:11][C:12](=[O:29])[C:13]2[CH:18]=[CH:17][C:16]([N:19]3[CH2:24][CH2:23][N:22]([CH3:25])[CH2:21][CH2:20]3)=[CH:15][C:14]=2[N+:26]([O-])=O)=[C:9]2[CH2:30][N:31]([S:35]([C:38]3[CH:43]=[C:42]([F:44])[CH:41]=[C:40]([F:45])[CH:39]=3)(=[O:37])=[O:36])[C:32]([CH3:34])([CH3:33])[C:8]2=[N:7]1)=[O:5])[CH3:2].C1CCCCC=1.[ClH:52]. The catalyst is O1CCCC1.O.C(O)C.[Pd]. The product is [ClH:52].[ClH:52].[CH2:1]([O:3][C:4]([N:6]1[C:10]([NH:11][C:12](=[O:29])[C:13]2[CH:18]=[CH:17][C:16]([N:19]3[CH2:24][CH2:23][N:22]([CH3:25])[CH2:21][CH2:20]3)=[CH:15][C:14]=2[NH2:26])=[C:9]2[CH2:30][N:31]([S:35]([C:38]3[CH:43]=[C:42]([F:44])[CH:41]=[C:40]([F:45])[CH:39]=3)(=[O:37])=[O:36])[C:32]([CH3:34])([CH3:33])[C:8]2=[N:7]1)=[O:5])[CH3:2]. The yield is 0.930. (4) The reactants are Br[C:2]1[C:3]([N+:9]([O-])=O)=[C:4]([CH3:8])[CH:5]=[CH:6][CH:7]=1.[C:12]1([NH:18][C:19](=O)[CH3:20])[CH:17]=[CH:16][CH:15]=[CH:14][CH:13]=1. No catalyst specified. The product is [CH3:20][C:19]1[N:18]([C:12]2[CH:17]=[CH:16][CH:15]=[CH:14][CH:13]=2)[C:2]2[CH:7]=[CH:6][CH:5]=[C:4]([CH3:8])[C:3]=2[N:9]=1. The yield is 0.330. (5) The reactants are [CH3:1][C:2]([CH3:7])([CH3:6])[CH2:3][CH2:4][NH2:5].[Br:8][C:9]1[C:14]([C:15]2[C:26]([CH3:27])=[N:25][C:18]3[N:19]=[C:20]([S:23][CH3:24])[N:21]=[CH:22][C:17]=3[CH:16]=2)=[CH:13][C:12]([NH:28][C:29](=O)[O:30]C(C)=C)=[C:11]([F:35])[CH:10]=1.CN1CCCC1. The catalyst is O1CCOCC1. The product is [Br:8][C:9]1[C:14]([C:15]2[C:26]([CH3:27])=[N:25][C:18]3[N:19]=[C:20]([S:23][CH3:24])[N:21]=[CH:22][C:17]=3[CH:16]=2)=[CH:13][C:12]([NH:28][C:29]([NH:5][CH2:4][CH2:3][C:2]([CH3:7])([CH3:6])[CH3:1])=[O:30])=[C:11]([F:35])[CH:10]=1. The yield is 0.970. (6) The reactants are [NH2:1][C:2]1[C:3]([C:22]#[N:23])=[C:4]([CH:19]=[CH:20][CH:21]=1)[O:5][CH2:6][C:7]([NH:10][C:11](=[O:18])[C:12]1[CH:17]=[CH:16][N:15]=[CH:14][CH:13]=1)([CH3:9])[CH3:8].[S:24](Cl)(=[O:27])(=[O:26])[NH2:25].C([O-])(O)=O.[Na+]. The catalyst is CC(N(C)C)=O. The product is [C:22]([C:3]1[C:2]([NH:1][S:24](=[O:27])(=[O:26])[NH2:25])=[CH:21][CH:20]=[CH:19][C:4]=1[O:5][CH2:6][C:7]([NH:10][C:11](=[O:18])[C:12]1[CH:13]=[CH:14][N:15]=[CH:16][CH:17]=1)([CH3:9])[CH3:8])#[N:23]. The yield is 0.900. (7) The reactants are [CH3:1][C:2]([CH3:22])([CH3:21])[C:3]#[C:4][C:5]1[CH:10]=[C:9]([N+:11]([O-:13])=[O:12])[CH:8]=[C:7]([F:14])[C:6]=1[NH:15]C(=O)CCC.CC([O-])(C)C.[K+].O. The catalyst is CN(C=O)C. The product is [C:2]([C:3]1[NH:15][C:6]2[C:5]([CH:4]=1)=[CH:10][C:9]([N+:11]([O-:13])=[O:12])=[CH:8][C:7]=2[F:14])([CH3:22])([CH3:21])[CH3:1]. The yield is 0.810. (8) The reactants are [CH3:1][C:2]1[CH:6]=[C:5]([C:7]2[C:8](=[O:25])[NH:9][C:10]3[C:15]([C:16]=2[C:17]2[CH:22]=[CH:21][CH:20]=[CH:19][CH:18]=2)=[CH:14][C:13]([CH:23]=[O:24])=[CH:12][CH:11]=3)[O:4][N:3]=1.[OH:26]P([O-])(O)=O.[Na+].CC(=CC)C.Cl([O-])=O.[Na+]. The catalyst is C(O)(C)(C)C. The product is [CH3:1][C:2]1[CH:6]=[C:5]([C:7]2[C:8](=[O:25])[NH:9][C:10]3[C:15]([C:16]=2[C:17]2[CH:22]=[CH:21][CH:20]=[CH:19][CH:18]=2)=[CH:14][C:13]([C:23]([OH:26])=[O:24])=[CH:12][CH:11]=3)[O:4][N:3]=1. The yield is 1.00. (9) The reactants are [CH3:1][C:2]1[CH:7]=[CH:6][C:5]([S:8]([O:11][CH2:12][CH:13]2[CH2:17][C:16]3[CH:18]=[CH:19][CH:20]=[C:21](Br)[C:15]=3[O:14]2)(=[O:10])=[O:9])=[CH:4][CH:3]=1.[Cl:23][C:24]1[CH:25]=[CH:26][C:27]([CH3:33])=[C:28](B(O)O)[CH:29]=1. No catalyst specified. The product is [CH3:1][C:2]1[CH:7]=[CH:6][C:5]([S:8]([O:11][CH2:12][CH:13]2[CH2:17][C:16]3[CH:18]=[CH:19][CH:20]=[C:21]([C:26]4[CH:25]=[C:24]([Cl:23])[CH:29]=[CH:28][C:27]=4[CH3:33])[C:15]=3[O:14]2)(=[O:10])=[O:9])=[CH:4][CH:3]=1. The yield is 0.810.